This data is from Forward reaction prediction with 1.9M reactions from USPTO patents (1976-2016). The task is: Predict the product of the given reaction. (1) Given the reactants [Cl:1][C:2]1[CH:3]=[C:4]([C@H:9]2[C@H:13]([NH:14][CH3:15])[CH2:12][N:11]([C:16]([CH:18]3[CH2:23][CH2:22][N:21]([C:24]([C:26]4([CH3:29])[CH2:28][CH2:27]4)=[O:25])[CH2:20][CH2:19]3)=[O:17])[CH2:10]2)[CH:5]=[CH:6][C:7]=1[Cl:8].CCN(C(C)C)C(C)C.ClC(Cl)(O[C:43](=[O:49])[O:44][C:45](Cl)(Cl)Cl)Cl.[F:51][C:52]1C(O)=[CH:56][CH:55]=[CH:54][N:53]=1.[H-].[Na+], predict the reaction product. The product is: [F:51][C:52]1[C:45]([O:44][C:43](=[O:49])[N:14]([C@H:13]2[C@H:9]([C:4]3[CH:5]=[CH:6][C:7]([Cl:8])=[C:2]([Cl:1])[CH:3]=3)[CH2:10][N:11]([C:16]([CH:18]3[CH2:23][CH2:22][N:21]([C:24]([C:26]4([CH3:29])[CH2:27][CH2:28]4)=[O:25])[CH2:20][CH2:19]3)=[O:17])[CH2:12]2)[CH3:15])=[CH:56][CH:55]=[CH:54][N:53]=1. (2) Given the reactants [Cl:1][C:2]1[CH:7]=[C:6]2[NH:8][C:9](=[O:31])[C:10]3([CH:14]([CH2:15][C:16]([CH3:19])([CH3:18])[CH3:17])[CH2:13][N:12]([C:20](Cl)=[O:21])[CH:11]3[C:23]3[CH:28]=[CH:27][CH:26]=[C:25]([Cl:29])[C:24]=3[F:30])[C:5]2=[CH:4][CH:3]=1.[CH3:32][N:33]1[CH:37]=[CH:36][C:35]([CH2:38][NH2:39])=[N:34]1, predict the reaction product. The product is: [CH3:32][N:33]1[CH:37]=[CH:36][C:35]([CH2:38][NH:39][C:20]([N:12]2[CH2:13][CH:14]([CH2:15][C:16]([CH3:19])([CH3:17])[CH3:18])[C:10]3([C:5]4[C:6](=[CH:7][C:2]([Cl:1])=[CH:3][CH:4]=4)[NH:8][C:9]3=[O:31])[CH:11]2[C:23]2[CH:28]=[CH:27][CH:26]=[C:25]([Cl:29])[C:24]=2[F:30])=[O:21])=[N:34]1. (3) Given the reactants [Cl:1][C:2]1[CH:7]=[CH:6][C:5]([S:8]([C:11]2[CH:16]=[CH:15][C:14]([OH:17])=[CH:13][CH:12]=2)(=[O:10])=[O:9])=[CH:4][CH:3]=1.[CH3:18][N:19]([C:23]1[CH:28]=[CH:27][CH:26]=[CH:25][CH:24]=1)[C:20](Cl)=[O:21], predict the reaction product. The product is: [Cl:1][C:2]1[CH:7]=[CH:6][C:5]([S:8]([C:11]2[CH:16]=[CH:15][C:14]([O:17][C:20](=[O:21])[N:19]([CH3:18])[C:23]3[CH:28]=[CH:27][CH:26]=[CH:25][CH:24]=3)=[CH:13][CH:12]=2)(=[O:10])=[O:9])=[CH:4][CH:3]=1. (4) Given the reactants [N+:1]([CH:4]1[CH2:9][CH2:8][CH2:7][CH2:6][C:5]1=[O:10])([O-])=O.[ClH:11].[H][H], predict the reaction product. The product is: [ClH:11].[NH2:1][CH:4]1[CH2:9][CH2:8][CH2:7][CH2:6][C:5]1=[O:10]. (5) Given the reactants [C:1]([C:4]1[CH:5]=[C:6]([C:22]2[S:44][C:25]3=[N:26][C:27]([N:31]4[CH2:36][CH2:35][N:34](C(OC(C)(C)C)=O)[CH2:33][CH2:32]4)=[CH:28][C:29](=[O:30])[N:24]3[N:23]=2)[CH:7]=[C:8]([NH:10][C:11](=[O:21])[CH2:12][NH:13]C(OC(C)(C)C)=O)[CH:9]=1)(=[O:3])[CH3:2].C(OC(NCC(NC1C=C(C2SC3=NC(N4CCN(C(OC(C)(C)C)=O)CC4)=CC(=O)N3N=2)C=C(C(O)C)C=1)=O)=O)(C)(C)C.[BH4-].[Na+], predict the reaction product. The product is: [NH2:13][CH2:12][C:11]([NH:10][C:8]1[CH:7]=[C:6]([C:22]2[S:44][C:25]3=[N:26][C:27]([N:31]4[CH2:32][CH2:33][NH:34][CH2:35][CH2:36]4)=[CH:28][C:29](=[O:30])[N:24]3[N:23]=2)[CH:5]=[C:4]([CH:1]([OH:3])[CH3:2])[CH:9]=1)=[O:21]. (6) The product is: [NH:1]1[C:9]2[C:4](=[CH:5][CH:6]=[C:7]([CH:10]=[O:11])[CH:8]=2)[CH:3]=[N:2]1. Given the reactants [NH:1]1[C:9]2[C:4](=[CH:5][CH:6]=[C:7]([CH2:10][OH:11])[CH:8]=2)[CH:3]=[N:2]1, predict the reaction product. (7) The product is: [CH3:27][N:7]1[CH2:8][CH:1]2[CH:5]([CH2:4][N:3]([C:9]3[CH:21]=[CH:20][C:19]4[C:18]5[C:13](=[CH:14][CH:15]=[CH:16][CH:17]=5)[C:12](=[O:22])[C:11]=4[CH:10]=3)[CH2:2]2)[CH2:6]1. Given the reactants [CH:1]12[CH2:8][NH:7][CH2:6][CH:5]1[CH2:4][N:3]([C:9]1[CH:21]=[CH:20][C:19]3[C:18]4[C:13](=[CH:14][CH:15]=[CH:16][CH:17]=4)[C:12](=[O:22])[C:11]=3[CH:10]=1)[CH2:2]2.C=O.[BH-](OC(C)=O)(OC(C)=O)O[C:27](C)=O.[Na+], predict the reaction product. (8) Given the reactants C(OC(C)C(NC1C=CC(CN2C(C)=CC(OCC3C=CC(F)=CC=3F)=C(Br)C2=O)=CC=1)=O)(=O)C.C([O:39][C:40]([CH3:71])([CH3:70])[C:41]([NH:43][C:44]1[CH:49]=[CH:48][C:47]([CH2:50][N:51]2[C:56]([CH3:57])=[CH:55][C:54]([O:58][CH2:59][C:60]3[CH:65]=[CH:64][C:63]([F:66])=[CH:62][C:61]=3[F:67])=[C:53]([Br:68])[C:52]2=[O:69])=[CH:46][CH:45]=1)=[O:42])(=O)C, predict the reaction product. The product is: [Br:68][C:53]1[C:52](=[O:69])[N:51]([CH2:50][C:47]2[CH:48]=[CH:49][C:44]([NH:43][C:41](=[O:42])[C:40]([OH:39])([CH3:70])[CH3:71])=[CH:45][CH:46]=2)[C:56]([CH3:57])=[CH:55][C:54]=1[O:58][CH2:59][C:60]1[CH:65]=[CH:64][C:63]([F:66])=[CH:62][C:61]=1[F:67]. (9) Given the reactants [C:1]([C:3]1[CH:8]=[CH:7][C:6]([C@@H:9]2[C:14]([C:15]#[N:16])=[C:13]([CH3:17])[N:12]([C:18]3[CH:23]=[CH:22][CH:21]=[C:20]([C:24]([F:27])([F:26])[F:25])[CH:19]=3)[C:11](=[O:28])[N:10]2[CH3:29])=[C:5]([SH:30])[CH:4]=1)#[N:2].CC1(C)C2C=CC=CC=2I([C:41]([F:44])([F:43])[F:42])O1, predict the reaction product. The product is: [C:1]([C:3]1[CH:8]=[CH:7][C:6]([C@@H:9]2[C:14]([C:15]#[N:16])=[C:13]([CH3:17])[N:12]([C:18]3[CH:23]=[CH:22][CH:21]=[C:20]([C:24]([F:26])([F:27])[F:25])[CH:19]=3)[C:11](=[O:28])[N:10]2[CH3:29])=[C:5]([S:30][C:41]([F:44])([F:43])[F:42])[CH:4]=1)#[N:2].